From a dataset of Forward reaction prediction with 1.9M reactions from USPTO patents (1976-2016). Predict the product of the given reaction. (1) Given the reactants [Li][CH:2]([CH2:4][CH3:5])[CH3:3].C1CCCCC1.[Cl:12][C:13]1C(Cl)=CC=C[C:14]=1[CH2:15][N:16]1[CH2:20][CH2:19][CH2:18][CH2:17]1.[CH3:26][N:27]([CH2:29]CN(C)C)C.[O:34]=[C:35]1[CH2:38][CH:37]([C:39]([OH:41])=O)[CH2:36]1.[ClH:42].CNC.F[P-](F)(F)(F)(F)F.N1(O[P+](N(C)C)(N(C)C)N(C)C)C2C=CC=CC=2N=N1, predict the reaction product. The product is: [Cl:42][C:3]1[C:13]([Cl:12])=[C:14]([CH2:15][N:16]2[CH2:17][CH2:18][CH2:19][CH2:20]2)[CH:5]=[CH:4][C:2]=1[C:35]1([OH:34])[CH2:38][CH:37]([C:39]([N:27]([CH3:29])[CH3:26])=[O:41])[CH2:36]1. (2) Given the reactants [Br:1][C:2]1[CH:3]=[C:4]2[NH:10][C:9](=[O:11])/[C:8](=[CH:12]\[C:13]3[CH:18]=[CH:17][CH:16]=[C:15]([Cl:19])[C:14]=3[F:20])/[C:5]2=[N:6][CH:7]=1.[Li+].[OH-].[CH3:23][C:24]([CH3:48])([CH3:47])[CH2:25]/[CH:26]=[N:27]/[CH2:28][C:29]([NH:31][C:32]1[CH:44]=[CH:43][C:35]([O:36][CH2:37][CH2:38][O:39]C(=O)C)=[CH:34][C:33]=1[O:45][CH3:46])=[O:30].[OH-].[Na+], predict the reaction product. The product is: [Br:1][C:2]1[CH:3]=[C:4]2[NH:10][C:9](=[O:11])[C:8]3([CH:12]([C:13]4[CH:18]=[CH:17][CH:16]=[C:15]([Cl:19])[C:14]=4[F:20])[CH:28]([C:29]([NH:31][C:32]4[CH:44]=[CH:43][C:35]([O:36][CH2:37][CH2:38][OH:39])=[CH:34][C:33]=4[O:45][CH3:46])=[O:30])[NH:27][CH:26]3[CH2:25][C:24]([CH3:48])([CH3:47])[CH3:23])[C:5]2=[N:6][CH:7]=1. (3) Given the reactants [CH3:1][C:2]1([O:5][CH2:6][CH2:7][OH:8])[CH2:4][CH2:3]1.C(N(CC)CC)C.[C:16]1([CH3:26])[CH:21]=[CH:20][C:19]([S:22](Cl)(=[O:24])=[O:23])=[CH:18][CH:17]=1, predict the reaction product. The product is: [CH3:1][C:2]1([O:5][CH2:6][CH2:7][O:8][S:22]([C:19]2[CH:20]=[CH:21][C:16]([CH3:26])=[CH:17][CH:18]=2)(=[O:24])=[O:23])[CH2:4][CH2:3]1. (4) Given the reactants [F:1][C:2]([C:5]1[O:9][C:8]([CH2:10][N:11]2[CH:15]=[CH:14][C:13]([NH2:16])=[N:12]2)=[CH:7][CH:6]=1)([F:4])[CH3:3].[Cl:17][C:18]1[C:23]([F:24])=[CH:22][CH:21]=[C:20]([F:25])[C:19]=1/[CH:26]=[CH:27]/[C:28](O)=[O:29], predict the reaction product. The product is: [Cl:17][C:18]1[C:23]([F:24])=[CH:22][CH:21]=[C:20]([F:25])[C:19]=1/[CH:26]=[CH:27]/[C:28]([NH:16][C:13]1[CH:14]=[CH:15][N:11]([CH2:10][C:8]2[O:9][C:5]([C:2]([F:1])([F:4])[CH3:3])=[CH:6][CH:7]=2)[N:12]=1)=[O:29]. (5) Given the reactants C([O:3][C:4]([C:6]1[N:10]([CH2:11][C:12]2[CH:17]=[CH:16][CH:15]=[C:14]([Cl:18])[CH:13]=2)[C:9]2[C:19]([CH3:23])=[C:20](Br)[S:21][C:8]=2[CH:7]=1)=[O:5])C.[C:24]1([C:30]#[C:31][Sn](C)(C)C)[CH:29]=[CH:28][CH:27]=[CH:26][CH:25]=1, predict the reaction product. The product is: [Cl:18][C:14]1[CH:13]=[C:12]([CH:17]=[CH:16][CH:15]=1)[CH2:11][N:10]1[C:6]([C:4]([OH:3])=[O:5])=[CH:7][C:8]2[S:21][C:20]([C:31]#[C:30][C:24]3[CH:29]=[CH:28][CH:27]=[CH:26][CH:25]=3)=[C:19]([CH3:23])[C:9]1=2. (6) Given the reactants [C:1]([C:5]1[S:6][C:7]([CH2:13][NH:14][C:15]2[CH:20]=[CH:19][CH:18]=[C:17]([C:21]3[CH:26]=[C:25]([NH:27][C:28]4[CH:33]=[CH:32][N:31]=[CH:30][N:29]=4)[C:24](=[O:34])[N:23]([CH3:35])[CH:22]=3)[C:16]=2[CH2:36][O:37][Si:38]([C:41]([CH3:44])([CH3:43])[CH3:42])([CH3:40])[CH3:39])=[C:8]([C:10]([OH:12])=[O:11])[N:9]=1)([CH3:4])([CH3:3])[CH3:2].[C:45](C1SC(CNC2C=CC=C(C3C=C(NC4NN=C(C5CC5)C=4)C(=O)N(C)C=3)C=2CO[Si](C(C)(C)C)(C)C)=C(C(OC)=O)N=1)(C)(C)C, predict the reaction product. The product is: [C:1]([C:5]1[S:6][C:7]([CH2:13][NH:14][C:15]2[CH:20]=[CH:19][CH:18]=[C:17]([C:21]3[CH:26]=[C:25]([NH:27][C:28]4[CH:33]=[CH:32][N:31]=[CH:30][N:29]=4)[C:24](=[O:34])[N:23]([CH3:35])[CH:22]=3)[C:16]=2[CH2:36][O:37][Si:38]([C:41]([CH3:44])([CH3:43])[CH3:42])([CH3:40])[CH3:39])=[C:8]([C:10]([O:12][CH3:45])=[O:11])[N:9]=1)([CH3:4])([CH3:2])[CH3:3]. (7) Given the reactants Br[C:2]1[CH:16]=[CH:15][C:5]([N:6]([Si](C)(C)C)[Si](C)(C)C)=[CH:4][CH:3]=1.C([Li])CCC.[C:22]1(=[O:26])[CH2:25][CH2:24][CH2:23]1, predict the reaction product. The product is: [NH2:6][C:5]1[CH:15]=[CH:16][C:2]([C:22]2([OH:26])[CH2:25][CH2:24][CH2:23]2)=[CH:3][CH:4]=1. (8) Given the reactants [NH2:1][C:2]1[CH:7]=[C:6]([CH3:8])[CH:5]=[CH:4][C:3]=1[S:9][C:10]1[CH:15]=[CH:14][C:13]([NH:16][C:17](=[O:19])[CH3:18])=[CH:12][CH:11]=1.C([C:22]1[C:23]([N:31]=[CH:32][N:33]([CH3:35])C)=[N:24][C:25]([CH:28]2[CH2:30][CH2:29]2)=[CH:26][CH:27]=1)#N.NC1C=C(C)C=CC=1SC1C=CC(O)=CC=1.C(C1C(N=CN(C)C)=NC(C)=CC=1)#N, predict the reaction product. The product is: [CH:28]1([C:25]2[CH:26]=[CH:27][C:22]3[C:35]([NH:1][C:2]4[CH:7]=[C:6]([CH3:8])[CH:5]=[CH:4][C:3]=4[S:9][C:10]4[CH:15]=[CH:14][C:13]([NH:16][C:17](=[O:19])[CH3:18])=[CH:12][CH:11]=4)=[N:33][CH:32]=[N:31][C:23]=3[N:24]=2)[CH2:29][CH2:30]1. (9) Given the reactants [CH2:1]([C:3]([C:22]1[CH:27]=[CH:26][C:25](OS(C(F)(F)F)(=O)=O)=[C:24]([CH3:36])[CH:23]=1)([C:6]1[CH:11]=[CH:10][C:9](/[CH:12]=[CH:13]/[C:14]2([OH:20])[CH2:19][CH2:18][CH2:17][CH2:16][CH2:15]2)=[C:8]([CH3:21])[CH:7]=1)[CH2:4][CH3:5])[CH3:2].C([O-])(=O)C.[K+].[B:42]1([B:42]2[O:46][C:45]([CH3:48])([CH3:47])[C:44]([CH3:50])([CH3:49])[O:43]2)[O:46][C:45]([CH3:48])([CH3:47])[C:44]([CH3:50])([CH3:49])[O:43]1.O, predict the reaction product. The product is: [CH2:4]([C:3]([C:6]1[CH:11]=[CH:10][C:9](/[CH:12]=[CH:13]/[C:14]2([OH:20])[CH2:19][CH2:18][CH2:17][CH2:16][CH2:15]2)=[C:8]([CH3:21])[CH:7]=1)([C:22]1[CH:27]=[CH:26][C:25]([B:42]2[O:46][C:45]([CH3:48])([CH3:47])[C:44]([CH3:50])([CH3:49])[O:43]2)=[C:24]([CH3:36])[CH:23]=1)[CH2:1][CH3:2])[CH3:5]. (10) Given the reactants N[C:2]1[NH:3][C:4](=[O:37])[C:5]2[NH:10][CH:9]=[C:8]([C@@H:11]3[N:15](C(OC(C)(C)C)=O)[C@H:14]([CH2:23][O:24][Si](C(C)(C)C)(C)C)[C@H:13]4[O:32]C(C)(C)[O:34][C@@H:12]34)[C:6]=2[N:7]=1.[ClH:38].[CH3:39]O, predict the reaction product. The product is: [ClH:38].[ClH:38].[NH2:7][C:2]1[NH:3][C:4](=[O:37])[C:5]2[NH:10][CH:9]=[C:8]([C@H:11]3[C@H:12]([OH:34])[C@H:13]([OH:32])[C@@H:14]([CH2:23][OH:24])[NH:15]3)[C:6]=2[CH:39]=1.